Dataset: Catalyst prediction with 721,799 reactions and 888 catalyst types from USPTO. Task: Predict which catalyst facilitates the given reaction. (1) Reactant: [CH2:1](Br)[C:2]1[CH:7]=[CH:6][CH:5]=[CH:4][CH:3]=1.[OH:9][C:10]1[CH:11]=[C:12]([CH:15]=[CH:16][CH:17]=1)[CH:13]=[O:14].C(=O)([O-])[O-].[K+].[K+].C(Cl)Cl. Product: [CH2:1]([O:9][C:10]1[CH:11]=[C:12]([CH:15]=[CH:16][CH:17]=1)[CH:13]=[O:14])[C:2]1[CH:7]=[CH:6][CH:5]=[CH:4][CH:3]=1. The catalyst class is: 47. (2) Reactant: FC(F)(F)C(O)=O.[Cl:8][C:9]1[C:10]([F:41])=[C:11]([CH:15]2[C:19]([C:22]3[CH:27]=[CH:26][C:25]([Cl:28])=[CH:24][C:23]=3[F:29])([C:20]#[N:21])[CH:18]([CH2:30][C:31]([CH2:36][CH3:37])([CH2:34]C)[CH2:32][CH3:33])[NH:17][CH:16]2[C:38](O)=[O:39])[CH:12]=[CH:13][CH:14]=1.CC1(C)[O:47][C@@H:46]([CH2:48][CH2:49][NH2:50])[CH2:45][O:44]1.CN(C(ON1N=NC2C=CC=NC1=2)=[N+](C)C)C.F[P-](F)(F)(F)(F)F.CCN(C(C)C)C(C)C.Cl. Product: [OH:47][C@H:46]([CH2:45][OH:44])[CH2:48][CH2:49][NH:50][C:38]([CH:16]1[CH:15]([C:11]2[CH:12]=[CH:13][CH:14]=[C:9]([Cl:8])[C:10]=2[F:41])[C:19]([C:22]2[CH:27]=[CH:26][C:25]([Cl:28])=[CH:24][C:23]=2[F:29])([C:20]#[N:21])[CH:18]([CH2:30][C:31]([CH2:32][CH3:33])([CH3:34])[CH2:36][CH3:37])[NH:17]1)=[O:39]. The catalyst class is: 539. (3) Reactant: [Na].[Cl-].[NH2:3][C:4]([NH2:6])=[NH2+:5].[C:7]([C:11]1[CH:12]=[C:13]2[C:17](=[CH:18][CH:19]=1)[CH:16]([CH2:20][C:21](OCC)=[O:22])[N:15]([CH2:26][CH:27]([CH3:29])[CH3:28])[C:14]2=[O:30])([CH3:10])([CH3:9])[CH3:8]. Product: [C:7]([C:11]1[CH:12]=[C:13]2[C:17](=[CH:18][CH:19]=1)[CH:16]([CH2:20][C:21]([NH:5][C:4]([NH2:6])=[NH:3])=[O:22])[N:15]([CH2:26][CH:27]([CH3:28])[CH3:29])[C:14]2=[O:30])([CH3:10])([CH3:9])[CH3:8]. The catalyst class is: 8.